From a dataset of NCI-60 drug combinations with 297,098 pairs across 59 cell lines. Regression. Given two drug SMILES strings and cell line genomic features, predict the synergy score measuring deviation from expected non-interaction effect. (1) Drug 1: C1=CC(=CC=C1CCC2=CNC3=C2C(=O)NC(=N3)N)C(=O)NC(CCC(=O)O)C(=O)O. Drug 2: C1=CN(C(=O)N=C1N)C2C(C(C(O2)CO)O)O.Cl. Cell line: A549. Synergy scores: CSS=55.0, Synergy_ZIP=-4.17, Synergy_Bliss=-1.15, Synergy_Loewe=3.02, Synergy_HSA=5.32. (2) Drug 2: C1CN1P(=S)(N2CC2)N3CC3. Drug 1: CN(C)C1=NC(=NC(=N1)N(C)C)N(C)C. Synergy scores: CSS=-3.02, Synergy_ZIP=0.0136, Synergy_Bliss=-3.26, Synergy_Loewe=-13.2, Synergy_HSA=-7.68. Cell line: TK-10. (3) Drug 1: CCC1=CC2CC(C3=C(CN(C2)C1)C4=CC=CC=C4N3)(C5=C(C=C6C(=C5)C78CCN9C7C(C=CC9)(C(C(C8N6C)(C(=O)OC)O)OC(=O)C)CC)OC)C(=O)OC.C(C(C(=O)O)O)(C(=O)O)O. Drug 2: CC(C)CN1C=NC2=C1C3=CC=CC=C3N=C2N. Cell line: CAKI-1. Synergy scores: CSS=24.5, Synergy_ZIP=-1.82, Synergy_Bliss=-3.27, Synergy_Loewe=-14.6, Synergy_HSA=-2.81. (4) Drug 1: C1=NC2=C(N1)C(=S)N=C(N2)N. Drug 2: CCC1(CC2CC(C3=C(CCN(C2)C1)C4=CC=CC=C4N3)(C5=C(C=C6C(=C5)C78CCN9C7C(C=CC9)(C(C(C8N6C)(C(=O)OC)O)OC(=O)C)CC)OC)C(=O)OC)O.OS(=O)(=O)O. Cell line: ACHN. Synergy scores: CSS=61.5, Synergy_ZIP=-8.06, Synergy_Bliss=-4.65, Synergy_Loewe=-2.74, Synergy_HSA=-2.35. (5) Drug 1: CC1=CC=C(C=C1)C2=CC(=NN2C3=CC=C(C=C3)S(=O)(=O)N)C(F)(F)F. Drug 2: C1=NC2=C(N1)C(=S)N=CN2. Cell line: HCT116. Synergy scores: CSS=42.2, Synergy_ZIP=-0.479, Synergy_Bliss=-1.07, Synergy_Loewe=-20.1, Synergy_HSA=-2.29. (6) Drug 1: C1CCC(C1)C(CC#N)N2C=C(C=N2)C3=C4C=CNC4=NC=N3. Drug 2: CC1=C2C(C(=O)C3(C(CC4C(C3C(C(C2(C)C)(CC1OC(=O)C(C(C5=CC=CC=C5)NC(=O)C6=CC=CC=C6)O)O)OC(=O)C7=CC=CC=C7)(CO4)OC(=O)C)O)C)OC(=O)C. Cell line: MDA-MB-435. Synergy scores: CSS=57.6, Synergy_ZIP=11.9, Synergy_Bliss=11.8, Synergy_Loewe=-44.7, Synergy_HSA=8.14.